Dataset: Tyrosyl-DNA phosphodiesterase HTS with 341,365 compounds. Task: Binary Classification. Given a drug SMILES string, predict its activity (active/inactive) in a high-throughput screening assay against a specified biological target. (1) The molecule is Clc1nc2c(c(cc(c2)C)C)cc1C=O. The result is 0 (inactive). (2) The molecule is S\1C(=S)N(CC2OCCC2)C(=O)C1=C/c1cccnc1. The result is 0 (inactive). (3) The drug is O1CCN(CC1)CCOCCOc1ccc(OCC)cc1. The result is 0 (inactive). (4) The drug is Fc1ccc(C(=O)N2CCN(CC2)C(=O)c2ccc([N+]([O-])=O)cc2)cc1. The result is 0 (inactive).